Dataset: Full USPTO retrosynthesis dataset with 1.9M reactions from patents (1976-2016). Task: Predict the reactants needed to synthesize the given product. (1) Given the product [F:1][C:2]1[C:3]([NH:17][C:29]([C:28]2[N:27]([CH3:32])[N:26]=[CH:25][C:24]=2[C:22]([N:18]2[CH2:21][CH2:20][CH2:19]2)=[O:23])=[O:30])=[CH:4][C:5]2[N:6]([N:8]=[C:9]([C:11]3[CH:16]=[CH:15][CH:14]=[CH:13][CH:12]=3)[N:10]=2)[CH:7]=1, predict the reactants needed to synthesize it. The reactants are: [F:1][C:2]1[C:3]([NH2:17])=[CH:4][C:5]2[N:6]([N:8]=[C:9]([C:11]3[CH:16]=[CH:15][CH:14]=[CH:13][CH:12]=3)[N:10]=2)[CH:7]=1.[N:18]1([C:22]([C:24]2[CH:25]=[N:26][N:27]([CH3:32])[C:28]=2[C:29](O)=[O:30])=[O:23])[CH2:21][CH2:20][CH2:19]1.CCCP(=O)=O.C(N(C(C)C)CC)(C)C. (2) Given the product [CH3:24][C:9]1([CH3:25])[O:8][CH2:2][N:13]([CH2:14][C:15]2[CH:20]=[CH:19][CH:18]=[CH:17][C:16]=2[N+:21]([O-:23])=[O:22])[C:11](=[O:12])[CH2:10]1, predict the reactants needed to synthesize it. The reactants are: F[C:2](F)(F)C(O)=O.[OH:8][C:9]([CH3:25])([CH3:24])[CH2:10][C:11]([NH:13][CH2:14][C:15]1[CH:20]=[CH:19][CH:18]=[CH:17][C:16]=1[N+:21]([O-:23])=[O:22])=[O:12].C=O.C(Cl)(Cl)Cl.